The task is: Predict the reaction yield, written as a fraction of the theoretical maximum amount of product (1.0 means a 100% yield; for example, 0.34 means a 34% yield).. This data is from Reaction yield outcomes from USPTO patents with 853,638 reactions. (1) The reactants are [CH:1]1([O:6][C:7]2[CH:8]=[C:9]([CH:12]=[CH:13][C:14]=2[O:15][CH3:16])[CH:10]=O)[CH2:5][CH2:4][CH2:3][CH2:2]1.[NH2:17]C1C=NC(Br)=CN=1.C(O[BH-](OC(=O)C)OC(=O)C)(=O)C.[Na+].C(O)(=O)C. The catalyst is ClCCl.C(OCC)(=O)C. The product is [CH:1]1([O:6][C:7]2[CH:8]=[C:9]([CH:12]=[CH:13][C:14]=2[O:15][CH3:16])[CH2:10][NH2:17])[CH2:5][CH2:4][CH2:3][CH2:2]1. The yield is 0.610. (2) The reactants are [Cl:1][C:2]1[CH:3]=[C:4]([CH:8]=[C:9]([Cl:14])[C:10]=1[O:11][CH2:12][CH3:13])[C:5]([OH:7])=O.CC[N:17]([CH:21]([CH3:23])[CH3:22])C(C)C.CN(C([O:31]N1N=NC2C=CC=NC1=2)=[N+](C)C)C.F[P-](F)(F)(F)(F)F.[CH2:48]([O:50][C:51]1C(C(F)(F)F)=C[C:54]([N+]([O-])=O)=[CH:53][C:52]=1[C:64](F)(F)F)C.Cl. The catalyst is CN(C=O)C. The product is [Cl:14][C:9]1[CH:8]=[C:4]([CH:3]=[C:2]([Cl:1])[C:10]=1[O:11][CH2:12][CH3:13])[C:5]([NH:17][C:21]1[CH:22]=[CH:64][C:52]([C:51]([O:50][CH3:48])=[O:31])=[C:53]([CH3:54])[CH:23]=1)=[O:7]. The yield is 0.560. (3) The reactants are [NH2:1][C:2]1[CH:7]=[CH:6][CH:5]=[CH:4][CH:3]=1.C([O-])([O-])=O.[Cs+].[Cs+].Cl[C:15]1[N:20]=[CH:19][N:18]=[C:17]([NH:21][C:22]2[CH:27]=[CH:26][CH:25]=[C:24]([NH2:28])[N:23]=2)[CH:16]=1. The catalyst is CN(C=O)C. The product is [NH2:28][C:24]1[N:23]=[C:22]([NH:21][C:17]2[CH:16]=[C:15]([NH:1][C:2]3[CH:7]=[CH:6][CH:5]=[CH:4][CH:3]=3)[N:20]=[CH:19][N:18]=2)[CH:27]=[CH:26][CH:25]=1. The yield is 0.233. (4) The reactants are [NH3:1].[NH:2]1[CH:6]=[N:5][C:4]([S:7](Cl)(=[O:9])=[O:8])=[N:3]1. The catalyst is C1COCC1. The product is [NH:2]1[CH:6]=[N:5][C:4]([S:7]([NH2:1])(=[O:9])=[O:8])=[N:3]1. The yield is 0.543. (5) The reactants are [I:1][C:2]1[C:3]([S:11][C:12]2[N:20]=[C:19]3[C:15]([N:16]=[CH:17][NH:18]3)=[C:14](N)[N:13]=2)=[CH:4][C:5]2[O:9][CH2:8][O:7][C:6]=2[CH:10]=1.[C:22]([O:25][C:26]([CH3:35])([CH3:34])[C:27]([NH:29][CH2:30][CH2:31][CH2:32]Br)=[O:28])(=[O:24])[CH3:23].C([O-])([O-])=O.[Cs+].[Cs+].C[N:43](C=O)C. No catalyst specified. The product is [C:22]([O:25][C:26]([CH3:35])([CH3:34])[C:27]([NH:29][CH2:30][CH2:31][CH2:32][N:20]1[C:12]([S:11][C:3]2[C:2]([I:1])=[CH:10][C:6]3[O:7][CH2:8][O:9][C:5]=3[CH:4]=2)=[N:13][C:14]2[C:19]1=[N:18][CH:17]=[N:16][C:15]=2[NH2:43])=[O:28])(=[O:24])[CH3:23]. The yield is 0.220. (6) The reactants are [C:1]1([N:7]2[N:11]=[C:10]([CH2:12][C:13]#[N:14])[C:9]([CH2:15][CH3:16])=[N:8]2)[CH:6]=[CH:5][CH:4]=[CH:3][CH:2]=1.C([O:19][C:20]([C:22]1[N:26]([CH3:27])[N:25]=[C:24]([CH3:28])[C:23]=1[CH3:29])=O)C.CCCCCCC.CC(C)([O-])C.[K+]. The catalyst is COCCOCCOC. The product is [C:1]1([N:7]2[N:11]=[C:10]([CH:12]([C:20]([C:22]3[N:26]([CH3:27])[N:25]=[C:24]([CH3:28])[C:23]=3[CH3:29])=[O:19])[C:13]#[N:14])[C:9]([CH2:15][CH3:16])=[N:8]2)[CH:6]=[CH:5][CH:4]=[CH:3][CH:2]=1. The yield is 0.680. (7) The reactants are [Cl:1][C:2]1[CH:7]=[C:6]([Cl:8])[CH:5]=[CH:4][C:3]=1[C:9](=O)[CH3:10].[NH2:12][C:13]([NH2:15])=[S:14]. No catalyst specified. The product is [NH2:15][C:13]1[S:14][CH:10]=[C:9]([C:3]2[CH:4]=[CH:5][C:6]([Cl:8])=[CH:7][C:2]=2[Cl:1])[N:12]=1. The yield is 0.971. (8) The reactants are FC(F)(F)C(O)=O.[NH2:8][C:9]1[CH:14]=[CH:13][C:12]([CH:15]2[CH2:20][N:19]([CH3:21])[C:18](=[O:22])[N:17]([CH3:23])[CH2:16]2)=[CH:11][C:10]=1Br.[C:25]1(B(O)O)[CH2:31][CH2:30][CH2:29][CH2:28][CH2:27][CH:26]=1.[O-]P([O-])([O-])=O.[K+].[K+].[K+].C1(P(C2CCCCC2)C2C=CC=CC=2C2C(OC)=CC=CC=2OC)CCCCC1. The catalyst is C1(C)C=CC=CC=1.C1C=CC(/C=C/C(/C=C/C2C=CC=CC=2)=O)=CC=1.C1C=CC(/C=C/C(/C=C/C2C=CC=CC=2)=O)=CC=1.C1C=CC(/C=C/C(/C=C/C2C=CC=CC=2)=O)=CC=1.[Pd].[Pd]. The product is [NH2:8][C:9]1[CH:14]=[CH:13][C:12]([CH:15]2[CH2:20][N:19]([CH3:21])[C:18](=[O:22])[N:17]([CH3:23])[CH2:16]2)=[CH:11][C:10]=1[C:25]1[CH2:31][CH2:30][CH2:29][CH2:28][CH2:27][CH:26]=1. The yield is 0.860. (9) The reactants are [CH3:1][C:2]1[CH:7]=[CH:6][C:5]([NH:8][C:9](=[O:28])[CH2:10][CH2:11][CH2:12][C:13]2[CH:18]=[CH:17][C:16](B3OC(C)(C)C(C)(C)O3)=[CH:15][CH:14]=2)=[CH:4][C:3]=1[CH:29]1[CH2:34][CH2:33][N:32]([C:35]([O:37][C:38]([CH3:41])([CH3:40])[CH3:39])=[O:36])[CH2:31][CH2:30]1.[F:42][C:43]1[CH:44]=[C:45](Br)[CH:46]=[CH:47][CH:48]=1.C(=O)([O-])[O-].[Cs+].[Cs+]. The catalyst is CN(C)C=O. The product is [F:42][C:43]1[CH:48]=[C:47]([C:16]2[CH:15]=[CH:14][C:13]([CH2:12][CH2:11][CH2:10][C:9]([NH:8][C:5]3[CH:6]=[CH:7][C:2]([CH3:1])=[C:3]([CH:29]4[CH2:30][CH2:31][N:32]([C:35]([O:37][C:38]([CH3:41])([CH3:40])[CH3:39])=[O:36])[CH2:33][CH2:34]4)[CH:4]=3)=[O:28])=[CH:18][CH:17]=2)[CH:46]=[CH:45][CH:44]=1. The yield is 0.730. (10) The reactants are [O:1]=[C:2]1[C:10]2([C:14]3=[CH:15][C:16]4[O:20][CH2:19][O:18][C:17]=4[CH:21]=[C:13]3[O:12][CH2:11]2)[C:9]2[C:4](=[CH:5][CH:6]=[CH:7][CH:8]=2)[N:3]1[CH2:22][CH2:23][CH:24]1[CH2:29][CH2:28][CH2:27][N:26](C(OC(C)(C)C)=O)[CH2:25]1.FC(F)(F)C(O)=O. The catalyst is ClCCl. The product is [O:1]=[C:2]1[C:10]2([C:14]3=[CH:15][C:16]4[O:20][CH2:19][O:18][C:17]=4[CH:21]=[C:13]3[O:12][CH2:11]2)[C:9]2[C:4](=[CH:5][CH:6]=[CH:7][CH:8]=2)[N:3]1[CH2:22][CH2:23][CH:24]1[CH2:29][CH2:28][CH2:27][NH:26][CH2:25]1. The yield is 0.600.